From a dataset of Forward reaction prediction with 1.9M reactions from USPTO patents (1976-2016). Predict the product of the given reaction. (1) Given the reactants [NH2:1][C:2]1[C:3]2[S:15][CH:14]=[C:13]([C:16]3[CH:21]=[CH:20][C:19]([NH:22][C:23]([C:25]4[N:26]([CH3:34])[C:27]5[C:32]([CH:33]=4)=[CH:31][CH:30]=[CH:29][CH:28]=5)=[O:24])=[C:18]([O:35][CH3:36])[CH:17]=3)[C:4]=2[C:5](/[N:8]=C/N(C)C)=[N:6][CH:7]=1.ClC1C=CSC=1C(OC)=O.CS[C:49](=[O:51])[NH2:50].Cl.CNOC.C(N(CC)C(C)C)(C)C.[OH:66][CH2:67][CH2:68][N:69]1[CH2:74][CH2:73]N[CH2:71][CH2:70]1, predict the reaction product. The product is: [NH2:8][C:5]1[C:4]2[C:13]([C:16]3[CH:21]=[CH:20][C:19]([NH:22][C:23]([C:25]4[N:26]([CH3:34])[C:27]5[C:32]([CH:33]=4)=[CH:31][CH:30]=[CH:29][CH:28]=5)=[O:24])=[C:18]([O:35][CH3:36])[CH:17]=3)=[CH:14][S:15][C:3]=2[C:2]([NH:1][C:49]([N:50]2[CH2:73][CH2:74][N:69]([CH2:68][CH2:67][OH:66])[CH2:70][CH2:71]2)=[O:51])=[CH:7][N:6]=1. (2) Given the reactants [Cl:1][C:2]1[CH:16]=[CH:15][C:5]([O:6][C:7]2[CH:14]=[CH:13][C:10]([C:11]#[N:12])=[CH:9][CH:8]=2)=[C:4]([CH:17]=O)[CH:3]=1.[CH3:19][Si:20]([CH3:27])([CH3:26])N[Si:20]([CH3:27])([CH3:26])[CH3:19].C([Li])CCC.C[Si](Cl)(C)C.[CH2:38]([N:40](CC)CC)[CH3:39].C(Cl)(=[O:47])C, predict the reaction product. The product is: [Cl:1][C:2]1[CH:16]=[CH:15][C:5]([O:6][C:7]2[CH:8]=[CH:9][C:10]([C:11]#[N:12])=[CH:13][CH:14]=2)=[C:4]([CH:17]=[N:40][C:38]([O:47][Si:20]([CH3:27])([CH3:26])[CH3:19])=[CH2:39])[CH:3]=1. (3) Given the reactants [F:1][C:2]1[C:3]([OH:9])=[N:4][C:5]([F:8])=[CH:6][CH:7]=1.C(N(CC)CC)C.[F:17][C:18]([F:31])([F:30])[S:19](O[S:19]([C:18]([F:31])([F:30])[F:17])(=[O:21])=[O:20])(=[O:21])=[O:20], predict the reaction product. The product is: [F:17][C:18]([F:31])([F:30])[S:19]([O:9][C:3]1[C:2]([F:1])=[CH:7][CH:6]=[C:5]([F:8])[N:4]=1)(=[O:21])=[O:20]. (4) Given the reactants [F:1][CH:2]([F:39])[C:3]1[N:7]([C:8]2[N:13]=[C:12]([N:14]3[CH2:19][CH2:18][O:17][CH2:16][CH2:15]3)[N:11]=[C:10]([CH:20]3[CH2:25][CH2:24][N:23](C(OC(C)(C)C)=O)[CH2:22][CH2:21]3)[N:9]=2)[C:6]2[CH:33]=[CH:34][CH:35]=[C:36]([O:37][CH3:38])[C:5]=2[N:4]=1.C(O)(C(F)(F)F)=O, predict the reaction product. The product is: [F:39][CH:2]([F:1])[C:3]1[N:7]([C:8]2[N:13]=[C:12]([N:14]3[CH2:15][CH2:16][O:17][CH2:18][CH2:19]3)[N:11]=[C:10]([CH:20]3[CH2:21][CH2:22][NH:23][CH2:24][CH2:25]3)[N:9]=2)[C:6]2[CH:33]=[CH:34][CH:35]=[C:36]([O:37][CH3:38])[C:5]=2[N:4]=1. (5) Given the reactants [CH:1]([N:4]([C:18]([C:20]1[C:21]([C:40]([F:43])([F:42])[F:41])=[CH:22][C:23]2[O:28][C:27]([CH3:30])([CH3:29])[C:26](=[O:31])[N:25]([CH2:32][CH2:33][NH:34][C:35]([O:37][CH3:38])=[O:36])[C:24]=2[CH:39]=1)=[O:19])[C@@H:5]1[CH2:10][CH2:9][CH2:8][N:7]([C:11]([O:13][C:14]([CH3:17])([CH3:16])[CH3:15])=[O:12])[CH2:6]1)([CH3:3])[CH3:2].[H-].[Na+].[CH3:46]N(C)C=O.CI, predict the reaction product. The product is: [CH:1]([N:4]([C:18]([C:20]1[C:21]([C:40]([F:41])([F:42])[F:43])=[CH:22][C:23]2[O:28][C:27]([CH3:30])([CH3:29])[C:26](=[O:31])[N:25]([CH2:32][CH2:33][N:34]([C:35]([O:37][CH3:38])=[O:36])[CH3:46])[C:24]=2[CH:39]=1)=[O:19])[C@@H:5]1[CH2:10][CH2:9][CH2:8][N:7]([C:11]([O:13][C:14]([CH3:15])([CH3:16])[CH3:17])=[O:12])[CH2:6]1)([CH3:3])[CH3:2]. (6) Given the reactants [Cl:1][C:2]([CH2:13][CH2:14][CH2:15][C:16]1[CH:25]=[CH:24][C:23]([O:26][CH3:27])=[C:22]2[C:17]=1[CH:18]=[CH:19][C:20](=[O:29])[N:21]2[CH3:28])(C(OCC)=O)[C:3]([O:5]CC)=[O:4].C(O)(=O)C.Cl, predict the reaction product. The product is: [Cl:1][CH:2]([CH2:13][CH2:14][CH2:15][C:16]1[CH:25]=[CH:24][C:23]([O:26][CH3:27])=[C:22]2[C:17]=1[CH:18]=[CH:19][C:20](=[O:29])[N:21]2[CH3:28])[C:3]([OH:5])=[O:4].